This data is from Forward reaction prediction with 1.9M reactions from USPTO patents (1976-2016). The task is: Predict the product of the given reaction. (1) Given the reactants [NH2:1][C:2]1[N:10]=[C:9]2[C:5]([NH:6][C:7](=[O:32])[N:8]2[C:11]2[CH:16]=[C:15]([O:17][CH2:18][C:19]3[C:24]([O:25][CH3:26])=[CH:23][CH:22]=[C:21]([F:27])[C:20]=3[F:28])[C:14]([O:29][CH3:30])=[CH:13][C:12]=2[Cl:31])=[C:4]([O:33][CH3:34])[N:3]=1.[C:35](OC(=O)C)(=[O:37])[CH3:36], predict the reaction product. The product is: [C:35]([NH:1][C:2]1[N:10]=[C:9]2[C:5]([NH:6][C:7](=[O:32])[N:8]2[C:11]2[CH:16]=[C:15]([O:17][CH2:18][C:19]3[C:24]([O:25][CH3:26])=[CH:23][CH:22]=[C:21]([F:27])[C:20]=3[F:28])[C:14]([O:29][CH3:30])=[CH:13][C:12]=2[Cl:31])=[C:4]([O:33][CH3:34])[N:3]=1)(=[O:37])[CH3:36]. (2) Given the reactants [OH:1][C:2]1[CH:3]=[C:4]([CH:10]=[CH:11][CH:12]=1)[C:5]([O:7][CH2:8][CH3:9])=[O:6].C1(P(C2C=CC=CC=2)C2C=CC=CC=2)C=CC=CC=1.[CH3:32][C:33]1[CH:40]=[CH:39][CH:38]=[C:37]([CH3:41])[C:34]=1[CH2:35]O.N(C(OC(C)C)=O)=NC(OC(C)C)=O, predict the reaction product. The product is: [CH3:32][C:33]1[CH:40]=[CH:39][CH:38]=[C:37]([CH3:41])[C:34]=1[CH2:35][O:1][C:2]1[CH:3]=[C:4]([CH:10]=[CH:11][CH:12]=1)[C:5]([O:7][CH2:8][CH3:9])=[O:6]. (3) The product is: [C:28]1([C:15]2([CH2:14][O:13][CH2:12][C:10]3[CH:11]=[CH:2][CH:3]=[C:4]4[C:9]=3[N:8]=[CH:7][CH:6]=[CH:5]4)[CH2:20][CH2:19][NH:18][CH2:17][CH2:16]2)[CH:33]=[CH:32][CH:31]=[CH:30][CH:29]=1. Given the reactants Br[C:2]1[CH:3]=[C:4]2[C:9](=[C:10]([CH2:12][O:13][CH2:14][C:15]3([C:28]4[CH:33]=[CH:32][CH:31]=[CH:30][CH:29]=4)[CH2:20][CH2:19][N:18](C(OC(C)(C)C)=O)[CH2:17][CH2:16]3)[CH:11]=1)[N:8]=[CH:7][CH:6]=[CH:5]2.C(OCC)(=O)C.FC(F)(F)C(O)=O.C(Cl)Cl, predict the reaction product.